From a dataset of Full USPTO retrosynthesis dataset with 1.9M reactions from patents (1976-2016). Predict the reactants needed to synthesize the given product. (1) Given the product [CH2:10]1[C:18]2[C:13](=[CH:14][C:15]([N:19]=[C:20]([S:23][C:24]3[CH:29]=[CH:28][CH:27]=[CH:26][CH:25]=3)[CH:21]=[CH:22][S:23][C:24]3[CH:29]=[CH:28][CH:27]=[CH:26][CH:25]=3)=[CH:16][CH:17]=2)[CH2:12][CH2:11]1, predict the reactants needed to synthesize it. The reactants are: S(Cl)(Cl)=O.CN(C=O)C.[CH2:10]1[C:18]2[C:13](=[CH:14][C:15]([NH:19][C:20](=O)[CH:21]=[CH:22][S:23][C:24]3[CH:29]=[CH:28][CH:27]=[CH:26][CH:25]=3)=[CH:16][CH:17]=2)[CH2:12][CH2:11]1. (2) The reactants are: [CH3:1]/[CH:2]=[CH:3]/[CH:4]=[CH:5]/[C:6]1[NH:16][C:14](=[O:15])[C:13]2[C:8](=[CH:9][C:10]3[CH2:20][CH2:19][C:18]4([C:29](=[O:30])[C:28]5[C:23](=[C:24]([OH:40])[C:25]6[C:36](=[O:37])[CH:35]=[C:34](OC)[C:32](=[O:33])[C:26]=6[C:27]=5[OH:31])[C:21]4=[O:22])[C:11]=3[C:12]=2[OH:17])[CH:7]=1.[CH2:41]([NH2:48])[C:42]1[CH:47]=[CH:46][CH:45]=[CH:44][CH:43]=1.C(#N)C.O. Given the product [OH:31][C:27]1[C:26]2[C:32](=[O:33])[C:34]([NH:48][CH2:41][C:42]3[CH:47]=[CH:46][CH:45]=[CH:44][CH:43]=3)=[CH:35][C:36](=[O:37])[C:25]=2[C:24]([OH:40])=[C:23]2[C:21](=[O:22])[C@:18]3([C:11]4[C:12]([OH:17])=[C:13]5[C:8]([CH:7]=[C:6](/[CH:5]=[CH:4]/[CH:3]=[CH:2]/[CH3:1])[NH:16][C:14]5=[O:15])=[CH:9][C:10]=4[CH2:20][CH2:19]3)[C:29](=[O:30])[C:28]=12, predict the reactants needed to synthesize it. (3) The reactants are: [CH2:1]([O:3][C:4]([C:6]1[N:7]=[C:8]([SH:11])[NH:9][CH:10]=1)=[O:5])[CH3:2].[F:12][C:13]([F:38])([F:37])[C:14]1[CH:15]=[CH:16][C:17]([O:20][C:21]2[CH:26]=[CH:25][C:24]([O:27][C:28]([N:30]3[CH2:35][CH2:34][CH:33](O)[CH2:32][CH2:31]3)=[O:29])=[CH:23][CH:22]=2)=[N:18][CH:19]=1. Given the product [F:38][C:13]([F:12])([F:37])[C:14]1[CH:15]=[CH:16][C:17]([O:20][C:21]2[CH:22]=[CH:23][C:24]([O:27][C:28]([N:30]3[CH2:35][CH2:34][CH:33]([S:11][C:8]4[NH:9][CH:10]=[C:6]([C:4]([O:3][CH2:1][CH3:2])=[O:5])[N:7]=4)[CH2:32][CH2:31]3)=[O:29])=[CH:25][CH:26]=2)=[N:18][CH:19]=1, predict the reactants needed to synthesize it. (4) Given the product [CH2:7]([N:6]([CH2:17][C:18]1[CH:19]=[C:20]([CH:23]=[CH:24][C:25]=1[O:26][CH2:27][C:28]1[CH:33]=[CH:32][CH:31]=[CH:30][CH:29]=1)[CH:21]=[O:22])[CH2:1][CH2:2][CH2:3][CH2:4][CH3:5])[CH2:8][CH2:9][CH2:10][CH3:11], predict the reactants needed to synthesize it. The reactants are: [CH2:1]([NH:6][CH2:7][CH2:8][CH2:9][CH2:10][CH3:11])[CH2:2][CH2:3][CH2:4][CH3:5].CS(O[CH2:17][C:18]1[CH:19]=[C:20]([CH:23]=[CH:24][C:25]=1[O:26][CH2:27][C:28]1[CH:33]=[CH:32][CH:31]=[CH:30][CH:29]=1)[CH:21]=[O:22])(=O)=O. (5) Given the product [Br:1][C:2]1[C:3](=[O:30])[N:4]([C:19]2[CH:28]=[CH:27][C:22]([C:23]([OH:25])=[O:24])=[CH:21][C:20]=2[F:29])[C:5]([CH3:18])=[CH:6][C:7]=1[O:8][CH2:9][C:10]1[CH:15]=[CH:14][C:13]([F:16])=[CH:12][C:11]=1[F:17], predict the reactants needed to synthesize it. The reactants are: [Br:1][C:2]1[C:3](=[O:30])[N:4]([C:19]2[CH:28]=[CH:27][C:22]([C:23]([O:25]C)=[O:24])=[CH:21][C:20]=2[F:29])[C:5]([CH3:18])=[CH:6][C:7]=1[O:8][CH2:9][C:10]1[CH:15]=[CH:14][C:13]([F:16])=[CH:12][C:11]=1[F:17].CO.O.[OH-].[Na+]. (6) Given the product [CH2:1]([S:8][CH2:9][CH2:10][CH2:11][O:12][C:13]1[CH:18]=[CH:17][C:16]([CH:19]2[CH2:24][CH2:23][N:22]([C:25]([O:27][C:28]([CH3:29])([CH3:31])[CH3:30])=[O:26])[CH2:21][CH:20]2[O:32][CH2:34][C:35]2[CH:36]=[C:37]([O:47][CH3:48])[C:38]3[C:43](=[C:42]([O:45][CH3:46])[CH:41]=[CH:40][CH:39]=3)[CH:44]=2)=[CH:15][CH:14]=1)[C:2]1[CH:3]=[CH:4][CH:5]=[CH:6][CH:7]=1, predict the reactants needed to synthesize it. The reactants are: [CH2:1]([S:8][CH2:9][CH2:10][CH2:11][O:12][C:13]1[CH:18]=[CH:17][C:16]([CH:19]2[CH2:24][CH2:23][N:22]([C:25]([O:27][C:28]([CH3:31])([CH3:30])[CH3:29])=[O:26])[CH2:21][CH:20]2[OH:32])=[CH:15][CH:14]=1)[C:2]1[CH:7]=[CH:6][CH:5]=[CH:4][CH:3]=1.Cl[CH2:34][C:35]1[CH:36]=[C:37]([O:47][CH3:48])[C:38]2[C:43]([CH:44]=1)=[C:42]([O:45][CH3:46])[CH:41]=[CH:40][CH:39]=2.